Task: Predict the reactants needed to synthesize the given product.. Dataset: Full USPTO retrosynthesis dataset with 1.9M reactions from patents (1976-2016) (1) Given the product [F:34][C:27]1[C:28]([OH:33])=[CH:29][CH:30]=[C:31]([F:32])[C:26]=1[NH:25][C:5](=[O:7])[C:4]1[CH:8]=[C:9]([C:11]2[CH:16]=[CH:15][CH:14]=[C:13]([F:17])[CH:12]=2)[CH:10]=[C:2]([F:1])[C:3]=1[CH3:18], predict the reactants needed to synthesize it. The reactants are: [F:1][C:2]1[C:3]([CH3:18])=[C:4]([CH:8]=[C:9]([C:11]2[CH:16]=[CH:15][CH:14]=[C:13]([F:17])[CH:12]=2)[CH:10]=1)[C:5]([OH:7])=O.C(Cl)(C(Cl)=O)=O.[NH2:25][C:26]1[C:27]([F:34])=[C:28]([OH:33])[CH:29]=[CH:30][C:31]=1[F:32].C([O-])([O-])=O.[K+].[K+]. (2) The reactants are: [CH2:1]([O:8][C:9]1[CH:10]=[C:11]([C:15]#[C:16][Si](C)(C)C)[CH:12]=[CH:13][CH:14]=1)[CH2:2][CH2:3][CH2:4][CH2:5][CH2:6]C.[F-].[K+]. Given the product [C:15]([C:11]1[CH:12]=[CH:13][CH:14]=[C:9]([O:8][CH2:1][CH2:2][CH2:3][CH2:4][CH2:5][CH3:6])[CH:10]=1)#[CH:16], predict the reactants needed to synthesize it. (3) Given the product [NH2:10][C:11]1[CH:12]=[CH:13][CH:14]=[C:15]2[C:20]=1[CH2:19][CH:18]([NH:21][S:22]([CH3:25])(=[O:24])=[O:23])[CH2:17][CH2:16]2, predict the reactants needed to synthesize it. The reactants are: C(OC(=O)[NH:10][C:11]1[C:20]2[CH2:19][CH:18]([NH:21][S:22]([CH3:25])(=[O:24])=[O:23])[CH2:17][CH2:16][C:15]=2[CH:14]=[CH:13][CH:12]=1)C1C=CC=CC=1. (4) Given the product [Cl:42][C:40]1[S:39][C:37]2[NH:38][C:34]([C:32]([NH:31][CH:23]3[CH2:24][C:25]4[C:30](=[CH:29][CH:28]=[CH:27][CH:26]=4)[N:21]([CH2:20][C:17]([NH:5][S:2]([CH3:1])(=[O:4])=[O:3])=[O:18])[C:22]3=[O:43])=[O:33])=[CH:35][C:36]=2[CH:41]=1, predict the reactants needed to synthesize it. The reactants are: [CH3:1][S:2]([NH2:5])(=[O:4])=[O:3].CCN=C=NCCCN(C)C.[C:17]([CH2:20][N:21]1[C:30]2[C:25](=[CH:26][CH:27]=[CH:28][CH:29]=2)[CH2:24][CH:23]([NH:31][C:32]([C:34]2[NH:38][C:37]3[S:39][C:40]([Cl:42])=[CH:41][C:36]=3[CH:35]=2)=[O:33])[C:22]1=[O:43])(O)=[O:18]. (5) Given the product [CH3:1][N:2]([C:8]1[CH:13]=[CH:12][C:11]([N+:14]([O-:16])=[O:15])=[CH:10][CH:9]=1)[CH2:3][CH2:4][C:5]([Cl:19])=[O:6], predict the reactants needed to synthesize it. The reactants are: [CH3:1][N:2]([C:8]1[CH:13]=[CH:12][C:11]([N+:14]([O-:16])=[O:15])=[CH:10][CH:9]=1)[CH2:3][CH2:4][C:5](O)=[O:6].S(Cl)([Cl:19])=O. (6) The reactants are: [F:1][C:2]1[CH:8]=[CH:7][CH:6]=[C:5]([F:9])[C:3]=1[NH2:4].C1(C)C=CC(S(O)(=O)=O)=CC=1.[I:21]N1C(=O)CCC1=O. Given the product [F:1][C:2]1[CH:8]=[C:7]([I:21])[CH:6]=[C:5]([F:9])[C:3]=1[NH2:4], predict the reactants needed to synthesize it. (7) Given the product [OH:34][CH2:2][CH2:1][N:4]1[C:22]([C:23]2[CH:24]=[CH:25][CH:26]=[CH:27][CH:28]=2)=[C:7]2[CH2:8][N:9]([C:12](=[O:21])[CH2:13][O:14][C:15]3[CH:20]=[CH:19][CH:18]=[CH:17][CH:16]=3)[CH2:10][CH2:11][C:6]2=[N:5]1, predict the reactants needed to synthesize it. The reactants are: [CH2:1]([N:4]1[C:22]([C:23]2[CH:28]=[CH:27][CH:26]=[CH:25][CH:24]=2)=[C:7]2[CH2:8][N:9]([C:12](=[O:21])[CH2:13][O:14][C:15]3[CH:20]=[CH:19][CH:18]=[CH:17][CH:16]=3)[CH2:10][CH2:11][C:6]2=[N:5]1)[CH:2]=C.[BH4-].[Na+].C1C[O:34]CC1.